Dataset: Catalyst prediction with 721,799 reactions and 888 catalyst types from USPTO. Task: Predict which catalyst facilitates the given reaction. (1) Reactant: C(N(CC)CC)C.C(O)=O.[CH:11]1[CH:12]=[CH:13][C:14]2[N:26]([C:27]([NH2:29])=[O:28])[C:25]3[CH:24]=[CH:23][CH:22]=[CH:21][C:20]=3[C:18](=[O:19])[CH2:17][C:15]=2[CH:16]=1.[Cl-].[Na+]. Product: [CH:11]1[CH:12]=[CH:13][C:14]2[N:26]([C:27]([NH2:29])=[O:28])[C:25]3[CH:24]=[CH:23][CH:22]=[CH:21][C:20]=3[C@@H:18]([OH:19])[CH2:17][C:15]=2[CH:16]=1. The catalyst class is: 120. (2) Reactant: [F:1][C:2]1[CH:7]=[CH:6][CH:5]=[CH:4][C:3]=1[CH2:8][O:9][C:10]1[CH:17]=[CH:16][C:13]([CH:14]=O)=[CH:12][CH:11]=1.[C:18]1([CH2:24][N:25]([CH2:37][CH:38]=[CH2:39])[C:26](=[O:36])[CH2:27][NH:28][CH2:29][C:30]2[CH:35]=[CH:34][CH:33]=[CH:32][CH:31]=2)[CH:23]=[CH:22][CH:21]=[CH:20][CH:19]=1.CCN(C(C)C)C(C)C. Product: [F:1][C:2]1[CH:7]=[CH:6][CH:5]=[CH:4][C:3]=1[CH2:8][O:9][C:10]1[CH:17]=[CH:16][C:13]([CH:14]2[N:28]([CH2:29][C:30]3[CH:35]=[CH:34][CH:33]=[CH:32][CH:31]=3)[CH:27]3[C:26](=[O:36])[N:25]([CH2:24][C:18]4[CH:19]=[CH:20][CH:21]=[CH:22][CH:23]=4)[CH2:37][CH:38]3[CH2:39]2)=[CH:12][CH:11]=1. The catalyst class is: 11.